Task: Predict the product of the given reaction.. Dataset: Forward reaction prediction with 1.9M reactions from USPTO patents (1976-2016) (1) Given the reactants [Br:1][C:2]1[C:3]([F:17])=[CH:4][CH:5]=[C:6]2[C:11]=1[N:10]=[C:9](Cl)[N:8]([CH:13]1[CH2:15][CH2:14]1)[C:7]2=[O:16].[CH:18]([NH2:21])([CH3:20])[CH3:19], predict the reaction product. The product is: [Br:1][C:2]1[C:3]([F:17])=[CH:4][CH:5]=[C:6]2[C:11]=1[N:10]=[C:9]([NH:21][CH:18]([CH3:20])[CH3:19])[N:8]([CH:13]1[CH2:15][CH2:14]1)[C:7]2=[O:16]. (2) Given the reactants C([O:5][C:6](=O)[CH2:7][CH:8]1[CH2:12][CH2:11][CH2:10][N:9]1[C:13]1[C:22]([N+:23]([O-])=O)=[CH:21][C:16]([C:17]([O:19][CH3:20])=[O:18])=[CH:15][N:14]=1)(C)(C)C.P(OC1C=CC=CC=1)(OC1C=CC=CC=1)OC1C=CC=CC=1, predict the reaction product. The product is: [O:5]=[C:6]1[NH:23][C:22]2[CH:21]=[C:16]([C:17]([O:19][CH3:20])=[O:18])[CH:15]=[N:14][C:13]=2[N:9]2[CH2:10][CH2:11][CH2:12][CH:8]2[CH2:7]1. (3) Given the reactants I[CH2:2][CH3:3].[Cl:4][C:5]1[N:13]=[C:12]2[C:8]([NH:9][C:10](=[O:19])[N:11]2[CH:14]2[CH2:18][CH2:17][CH2:16][CH2:15]2)=[CH:7][N:6]=1.[H-].[Na+].CCCC(C)C, predict the reaction product. The product is: [Cl:4][C:5]1[N:13]=[C:12]2[C:8]([N:9]([CH2:2][CH3:3])[C:10](=[O:19])[N:11]2[CH:14]2[CH2:18][CH2:17][CH2:16][CH2:15]2)=[CH:7][N:6]=1. (4) Given the reactants [F:1][C:2]1[C:7]([F:8])=[C:6]([CH3:9])[C:5]([N+:10]([O-:12])=[O:11])=[CH:4][C:3]=1[OH:13].C(=O)([O-])[O-].[Cs+].[Cs+].[I-].[Na+].Br[CH2:23][CH2:24][O:25][Si:26]([C:29]([CH3:32])([CH3:31])[CH3:30])([CH3:28])[CH3:27], predict the reaction product. The product is: [C:29]([Si:26]([O:25][CH2:24][CH2:23][O:13][C:3]1[CH:4]=[C:5]([N+:10]([O-:12])=[O:11])[C:6]([CH3:9])=[C:7]([F:8])[C:2]=1[F:1])([CH3:28])[CH3:27])([CH3:32])([CH3:31])[CH3:30]. (5) Given the reactants [F:1][C:2]1[CH:20]=[CH:19][C:5]([CH2:6][N:7]2[C:11]3[CH:12]=[N:13][C:14]([C:16](O)=[O:17])=[CH:15][C:10]=3[N:9]=[CH:8]2)=[CH:4][CH:3]=1.Cl.[CH3:22][O:23][NH2:24], predict the reaction product. The product is: [F:1][C:2]1[CH:20]=[CH:19][C:5]([CH2:6][N:7]2[C:11]3[CH:12]=[N:13][C:14]([C:16]([NH:24][O:23][CH3:22])=[O:17])=[CH:15][C:10]=3[N:9]=[CH:8]2)=[CH:4][CH:3]=1. (6) Given the reactants [F:1][C:2]([F:15])([F:14])[C:3]1[CH:8]=[CH:7][C:6]([PH:9](=[O:13])[O:10][CH2:11][CH3:12])=[CH:5][CH:4]=1.Br[C:17]1[CH:22]=[CH:21][C:20]([O:23][CH:24]([CH3:26])[CH3:25])=[C:19]([CH:27]=[CH2:28])[CH:18]=1.C(N(CC)CC)C, predict the reaction product. The product is: [CH2:11]([O:10][P:9]([C:6]1[CH:5]=[CH:4][C:3]([C:2]([F:14])([F:1])[F:15])=[CH:8][CH:7]=1)([C:17]1[CH:22]=[CH:21][C:20]([O:23][CH:24]([CH3:25])[CH3:26])=[C:19]([CH:27]=[CH2:28])[CH:18]=1)=[O:13])[CH3:12].